The task is: Predict the reaction yield, written as a fraction of the theoretical maximum amount of product (1.0 means a 100% yield; for example, 0.34 means a 34% yield).. This data is from Reaction yield outcomes from USPTO patents with 853,638 reactions. (1) The reactants are [NH2:1][CH2:2][CH2:3][C:4]1(O)[C:8]2=[C:9]3[CH2:15][CH2:14][O:13][C:10]3=[N:11][CH:12]=[C:7]2[CH2:6][CH:5]1[CH:16]([CH3:18])[CH3:17].C(N(CC)CC)C.[C:27](OC(=O)C)(=[O:29])[CH3:28].O.C1(C)C=CC(S(O)(=O)=O)=CC=1.S([O-])([O-])(=O)=O.[Mg+2]. The catalyst is O1CCCC1.C(=O)([O-])O.[Na+]. The product is [CH:16]([C:5]1[CH2:6][C:7]2[C:8]([C:4]=1[CH2:3][CH2:2][NH:1][C:27](=[O:29])[CH3:28])=[C:9]1[CH2:15][CH2:14][O:13][C:10]1=[N:11][CH:12]=2)([CH3:18])[CH3:17]. The yield is 0.160. (2) The reactants are [NH2:1][CH2:2][CH2:3][CH2:4][CH2:5][O:6][Si](C(C)(C)C)(C1C=CC=CC=1)C1C=CC=CC=1.[C:24]([O:39][C@H:40]([CH2:45][CH2:46][CH2:47][CH2:48][CH2:49][CH2:50][CH2:51][CH2:52][CH2:53][CH2:54][CH3:55])[CH2:41][C:42]([OH:44])=O)(=[O:38])[CH2:25][CH2:26][CH2:27][CH2:28][CH2:29][CH2:30][CH2:31][CH2:32][CH2:33][CH2:34][CH2:35][CH2:36][CH3:37].C(Cl)CCl.CI.CCCC[N+](CCCC)(CCCC)CCCC.[F-]. The catalyst is C1COCC1. The product is [C:24]([O:39][C@H:40]([CH2:45][CH2:46][CH2:47][CH2:48][CH2:49][CH2:50][CH2:51][CH2:52][CH2:53][CH2:54][CH3:55])[CH2:41][C:42]([NH:1][CH2:2][CH2:3][CH2:4][CH2:5][OH:6])=[O:44])(=[O:38])[CH2:25][CH2:26][CH2:27][CH2:28][CH2:29][CH2:30][CH2:31][CH2:32][CH2:33][CH2:34][CH2:35][CH2:36][CH3:37]. The yield is 0.810. (3) The reactants are [CH2:1]([N:5]1[C:9]2[CH:10]=[CH:11][C:12]([NH2:14])=[CH:13][C:8]=2[N:7]=[CH:6]1)[CH:2]([CH3:4])[CH3:3].[Br:15]Br.N.CO.C(Cl)Cl. The catalyst is CC(O)=O. The product is [CH2:1]([N:5]1[C:9]2[CH:10]=[CH:11][C:12]([NH2:14])=[C:13]([Br:15])[C:8]=2[N:7]=[CH:6]1)[CH:2]([CH3:4])[CH3:3]. The yield is 0.350. (4) The reactants are [C:1]([O:5][C:6]([N:8]1[CH2:13][CH2:12][CH:11]([C:14]#[CH:15])[CH2:10][CH2:9]1)=[O:7])([CH3:4])([CH3:3])[CH3:2].[Cl:16][C:17]1[C:26]2[C:21](=[CH:22][CH:23]=[C:24](I)[CH:25]=2)[N:20]=[CH:19][N:18]=1.C(NC(C)C)(C)C. The catalyst is C1COCC1.[Cu]I. The product is [C:1]([O:5][C:6]([N:8]1[CH2:13][CH2:12][CH:11]([C:14]#[C:15][C:24]2[CH:25]=[C:26]3[C:21](=[CH:22][CH:23]=2)[N:20]=[CH:19][N:18]=[C:17]3[Cl:16])[CH2:10][CH2:9]1)=[O:7])([CH3:4])([CH3:3])[CH3:2]. The yield is 0.940. (5) The reactants are [NH2:1][C:2]1[C:7]([Cl:8])=[CH:6][C:5]([C:9]([F:12])([F:11])[F:10])=[CH:4][N:3]=1.Br[CH2:14][C:15](=O)[C:16]([O:18][CH2:19][CH3:20])=[O:17]. The catalyst is CCO. The product is [Cl:8][C:7]1[C:2]2[N:3]([CH:14]=[C:15]([C:16]([O:18][CH2:19][CH3:20])=[O:17])[N:1]=2)[CH:4]=[C:5]([C:9]([F:12])([F:10])[F:11])[CH:6]=1. The yield is 0.930. (6) The reactants are S([O-])([O-])(=O)=O.[Mg+2].[C-:7]#[N:8].[Na+].[Cl-].[NH4+:11].N.CO.[CH:15]1([CH2:18][C:19](=O)[CH3:20])[CH2:17][CH2:16]1. No catalyst specified. The product is [NH2:11][C:19]([CH3:20])([CH2:18][CH:15]1[CH2:17][CH2:16]1)[C:7]#[N:8]. The yield is 0.890. (7) The reactants are [Cl:1][C:2]1[C:11]2[C:6](=[CH:7][C:8]([O:17][CH2:18][CH2:19][O:20][CH3:21])=[C:9]([O:12][CH2:13][CH2:14][O:15][CH3:16])[CH:10]=2)[N:5]=[CH:4][N:3]=1.CS(C)=O.[C:26]([C:28]1[CH:29]=[C:30]([CH:32]=[CH:33][CH:34]=1)[NH2:31])#[CH:27]. The catalyst is CO. The product is [CH3:16][O:15][CH2:14][CH2:13][O:12][C:9]1[CH:10]=[C:11]2[C:2]([NH:31][C:30]3[CH:32]=[CH:33][CH:34]=[C:28]([C:26]#[CH:27])[CH:29]=3)=[N:3][CH:4]=[N:5][C:6]2=[CH:7][C:8]=1[O:17][CH2:18][CH2:19][O:20][CH3:21].[ClH:1]. The yield is 0.000900.